This data is from Peptide-MHC class I binding affinity with 185,985 pairs from IEDB/IMGT. The task is: Regression. Given a peptide amino acid sequence and an MHC pseudo amino acid sequence, predict their binding affinity value. This is MHC class I binding data. (1) The peptide sequence is YLWFKRHVY. The MHC is HLA-A02:03 with pseudo-sequence HLA-A02:03. The binding affinity (normalized) is 0.419. (2) The peptide sequence is TILDDNLYKV. The MHC is HLA-A02:02 with pseudo-sequence HLA-A02:02. The binding affinity (normalized) is 0.354. (3) The peptide sequence is DGYSQSPGG. The binding affinity (normalized) is 0.186. The MHC is Mamu-B3901 with pseudo-sequence Mamu-B3901. (4) The peptide sequence is QLKQRDALF. The MHC is HLA-B15:02 with pseudo-sequence HLA-B15:02. The binding affinity (normalized) is 0.691. (5) The peptide sequence is TRAVGKPLL. The MHC is HLA-B07:02 with pseudo-sequence HLA-B07:02. The binding affinity (normalized) is 0.0847. (6) The peptide sequence is KVRGRLLAL. The MHC is HLA-B27:05 with pseudo-sequence HLA-B27:05. The binding affinity (normalized) is 0.0847. (7) The peptide sequence is CMLTEFLHY. The MHC is HLA-A30:02 with pseudo-sequence HLA-A30:02. The binding affinity (normalized) is 0.807. (8) The peptide sequence is KVFDKSLLY. The MHC is HLA-A02:01 with pseudo-sequence HLA-A02:01. The binding affinity (normalized) is 0.0847. (9) The peptide sequence is AVSLIAIIK. The MHC is HLA-A03:01 with pseudo-sequence HLA-A03:01. The binding affinity (normalized) is 0.233. (10) The peptide sequence is AVPQSFQVAHL. The MHC is Mamu-A01 with pseudo-sequence Mamu-A01. The binding affinity (normalized) is 0.715.